This data is from NCI-60 drug combinations with 297,098 pairs across 59 cell lines. The task is: Regression. Given two drug SMILES strings and cell line genomic features, predict the synergy score measuring deviation from expected non-interaction effect. Drug 1: CC12CCC(CC1=CCC3C2CCC4(C3CC=C4C5=CN=CC=C5)C)O. Drug 2: N.N.Cl[Pt+2]Cl. Cell line: PC-3. Synergy scores: CSS=9.50, Synergy_ZIP=-2.08, Synergy_Bliss=2.57, Synergy_Loewe=3.46, Synergy_HSA=3.47.